This data is from Catalyst prediction with 721,799 reactions and 888 catalyst types from USPTO. The task is: Predict which catalyst facilitates the given reaction. (1) Reactant: [S:1]1[C:5]2[CH:6]=[C:7]([C:10]3[O:14][C:13]([SH:15])=[N:12][N:11]=3)[CH:8]=[CH:9][C:4]=2[N:3]=[CH:2]1.[F:16][C:17]([F:27])([F:26])[C:18]1[CH:19]=[C:20]([CH:23]=[CH:24][CH:25]=1)[CH2:21]Cl.C(=O)([O-])[O-].[K+].[K+]. Product: [F:16][C:17]([F:26])([F:27])[C:18]1[CH:19]=[C:20]([CH:23]=[CH:24][CH:25]=1)[CH2:21][S:15][C:13]1[O:14][C:10]([C:7]2[CH:8]=[CH:9][C:4]3[N:3]=[CH:2][S:1][C:5]=3[CH:6]=2)=[N:11][N:12]=1. The catalyst class is: 42. (2) Reactant: [CH3:1][C:2]1([CH3:21])[C:11]2[C:6](=[CH:7][CH:8]=[C:9]([CH:12]([CH2:16][CH2:17][CH2:18][CH2:19][CH3:20])[C:13](O)=[O:14])[CH:10]=2)[S:5][CH2:4][CH2:3]1.B.C1COCC1. Product: [CH3:1][C:2]1([CH3:21])[C:11]2[C:6](=[CH:7][CH:8]=[C:9]([CH:12]([CH2:16][CH2:17][CH2:18][CH2:19][CH3:20])[CH2:13][OH:14])[CH:10]=2)[S:5][CH2:4][CH2:3]1. The catalyst class is: 1. (3) The catalyst class is: 13. Reactant: [CH:1]([O:4][C:5](=[O:19])[C:6]1[CH:11]=[CH:10][C:9]([C:12]([F:15])([F:14])[F:13])=[CH:8][C:7]=1B(O)O)([CH3:3])[CH3:2].Br[C:21]1[C:26]([Cl:27])=[CH:25][CH:24]=[CH:23][N:22]=1.O1CCOCC1. Product: [CH:1]([O:4][C:5](=[O:19])[C:6]1[CH:11]=[CH:10][C:9]([C:12]([F:15])([F:14])[F:13])=[CH:8][C:7]=1[C:21]1[C:26]([Cl:27])=[CH:25][CH:24]=[CH:23][N:22]=1)([CH3:3])[CH3:2]. (4) Reactant: [N:1]1[CH:6]=[C:5]([C:7]2[CH:14]=[CH:13][C:10]([CH:11]=[O:12])=[CH:9][CH:8]=2)[CH:4]=[N:3][CH:2]=1.[BH4-].[Na+]. Product: [N:1]1[CH:6]=[C:5]([C:7]2[CH:8]=[CH:9][C:10]([CH2:11][OH:12])=[CH:13][CH:14]=2)[CH:4]=[N:3][CH:2]=1. The catalyst class is: 5. (5) Reactant: [Br:1][C:2](Br)=[CH:3][C:4]1[CH:5]=[C:6]([CH2:11][C:12]([O:14][CH3:15])=[O:13])[CH:7]=[CH:8][C:9]=1[OH:10].[O-]P([O-])([O-])=O.[K+].[K+].[K+].O. Product: [Br:1][C:2]1[O:10][C:9]2[CH:8]=[CH:7][C:6]([CH2:11][C:12]([O:14][CH3:15])=[O:13])=[CH:5][C:4]=2[CH:3]=1. The catalyst class is: 356.